This data is from Reaction yield outcomes from USPTO patents with 853,638 reactions. The task is: Predict the reaction yield, written as a fraction of the theoretical maximum amount of product (1.0 means a 100% yield; for example, 0.34 means a 34% yield). (1) The reactants are [Cl:1][C:2]1[CH:23]=[CH:22][C:21](B2OC(C)(C)C(C)(C)O2)=[CH:20][C:3]=1[C:4]([NH:6][C:7]1[N:11]([C:12]2[CH:17]=[CH:16][CH:15]=[CH:14][CH:13]=2)[N:10]=[C:9]([C:18]#[N:19])[CH:8]=1)=[O:5].Br[C:34]1[N:39]=[C:38]([NH:40][C:41](=[O:43])[CH3:42])[CH:37]=[CH:36][CH:35]=1.C(=O)([O-])[O-].[Na+].[Na+]. The catalyst is O1CCOCC1.C(OCC)(=O)C.O.C1C=CC(P(C2C=CC=CC=2)[C-]2C=CC=C2)=CC=1.C1C=CC(P(C2C=CC=CC=2)[C-]2C=CC=C2)=CC=1.Cl[Pd]Cl.[Fe+2]. The product is [C:41]([NH:40][C:38]1[N:39]=[C:34]([C:21]2[CH:22]=[CH:23][C:2]([Cl:1])=[C:3]([CH:20]=2)[C:4]([NH:6][C:7]2[N:11]([C:12]3[CH:17]=[CH:16][CH:15]=[CH:14][CH:13]=3)[N:10]=[C:9]([C:18]#[N:19])[CH:8]=2)=[O:5])[CH:35]=[CH:36][CH:37]=1)(=[O:43])[CH3:42]. The yield is 0.460. (2) The reactants are [CH:1]1([C:5]2[O:9][N:8]=[C:7]([CH2:10][O:11][C:12]3[C:17]([CH3:18])=[CH:16][CH:15]=[CH:14][C:13]=3[CH3:19])[C:6]=2[CH2:20][O:21][C:22]2[CH:27]=[CH:26][C:25]([C:28]3[CH:37]=[C:36]4[C:31]([CH:32]=[C:33]([C:38]([O:40]C)=[O:39])[N:34]=[CH:35]4)=[CH:30][CH:29]=3)=[CH:24][CH:23]=2)[CH2:4][CH2:3][CH2:2]1.O1CCCC1.[OH-].[Na+].Cl. The catalyst is CO. The product is [CH:1]1([C:5]2[O:9][N:8]=[C:7]([CH2:10][O:11][C:12]3[C:13]([CH3:19])=[CH:14][CH:15]=[CH:16][C:17]=3[CH3:18])[C:6]=2[CH2:20][O:21][C:22]2[CH:23]=[CH:24][C:25]([C:28]3[CH:37]=[C:36]4[C:31]([CH:32]=[C:33]([C:38]([OH:40])=[O:39])[N:34]=[CH:35]4)=[CH:30][CH:29]=3)=[CH:26][CH:27]=2)[CH2:4][CH2:3][CH2:2]1. The yield is 0.840.